Dataset: Full USPTO retrosynthesis dataset with 1.9M reactions from patents (1976-2016). Task: Predict the reactants needed to synthesize the given product. (1) Given the product [Br:10][C:11]1[CH:18]=[CH:17][C:14]([CH:15]2[C:2]([C:1]([O:7][CH2:8][CH3:9])=[O:6])=[C:3]([CH3:5])[NH:19][C:3]([CH3:5])=[C:2]2[C:1]([O:7][CH2:8][CH3:9])=[O:20])=[CH:13][CH:12]=1, predict the reactants needed to synthesize it. The reactants are: [C:1]([O:7][CH2:8][CH3:9])(=[O:6])[CH2:2][C:3]([CH3:5])=O.[Br:10][C:11]1[CH:18]=[CH:17][C:14]([CH:15]=O)=[CH:13][CH:12]=1.[NH4+:19].[OH-:20]. (2) Given the product [CH3:1][O:2][C:3]([C:5]1[C:10]([NH:11][C:29](=[O:30])[CH2:28][C:21]2[C:22]([F:27])=[CH:23][C:24]([F:26])=[CH:25][C:20]=2[F:19])=[N:9][CH:8]=[C:7]([C:12]2[CH:17]=[CH:16][C:15]([F:18])=[CH:14][CH:13]=2)[N:6]=1)=[O:4], predict the reactants needed to synthesize it. The reactants are: [CH3:1][O:2][C:3]([C:5]1[C:10]([NH2:11])=[N:9][CH:8]=[C:7]([C:12]2[CH:17]=[CH:16][C:15]([F:18])=[CH:14][CH:13]=2)[N:6]=1)=[O:4].[F:19][C:20]1[CH:25]=[C:24]([F:26])[CH:23]=[C:22]([F:27])[C:21]=1[CH2:28][C:29](Cl)=[O:30].O.